This data is from Reaction yield outcomes from USPTO patents with 853,638 reactions. The task is: Predict the reaction yield, written as a fraction of the theoretical maximum amount of product (1.0 means a 100% yield; for example, 0.34 means a 34% yield). (1) The reactants are [Br:1][C:2]1[CH:3]=[C:4]([CH:8]=[C:9]([OH:11])[CH:10]=1)[C:5]([OH:7])=O.N1C=CC=CC=1.[CH3:18][CH:19]([CH3:22])[CH2:20][NH2:21]. The catalyst is ClCCl. The product is [Br:1][C:2]1[CH:3]=[C:4]([CH:8]=[C:9]([OH:11])[CH:10]=1)[C:5]([NH:21][CH2:20][CH:19]([CH3:22])[CH3:18])=[O:7]. The yield is 0.950. (2) The reactants are [C:1]([O:5][C:6]([N:8]([C@H:16]1[CH2:24][CH2:23][CH2:22][C@H:21]([OH:25])[C@@H:20]([O:26][C:27]2[CH:32]=[CH:31][CH:30]=[CH:29][CH:28]=2)[C@H:19]([CH3:33])[O:18][C:17]1=[O:34])[C:9](=[O:15])[O:10][C:11]([CH3:14])([CH3:13])[CH3:12])=[O:7])([CH3:4])([CH3:3])[CH3:2].C(=O)(OCC(C)=C)O[C:37]([CH3:40])([CH3:39])[CH3:38]. The catalyst is C1COCC1.C1C=CC(P(C2C=CC=CC=2)[C-]2C=CC=C2)=CC=1.C1C=CC(P(C2C=CC=CC=2)[C-]2C=CC=C2)=CC=1.[Fe+2].C1C=CC(/C=C/C(/C=C/C2C=CC=CC=2)=O)=CC=1.C1C=CC(/C=C/C(/C=C/C2C=CC=CC=2)=O)=CC=1.C1C=CC(/C=C/C(/C=C/C2C=CC=CC=2)=O)=CC=1.[Pd].[Pd]. The product is [C:11]([O:10][C:9]([N:8]([C@H:16]1[CH2:24][CH2:23][CH2:22][C@H:21]([O:25][CH2:39][C:37]([CH3:40])=[CH2:38])[C@@H:20]([O:26][C:27]2[CH:32]=[CH:31][CH:30]=[CH:29][CH:28]=2)[C@H:19]([CH3:33])[O:18][C:17]1=[O:34])[C:6](=[O:7])[O:5][C:1]([CH3:2])([CH3:3])[CH3:4])=[O:15])([CH3:14])([CH3:13])[CH3:12]. The yield is 0.840. (3) The reactants are [CH:1]([C:3]1[CH:4]=[C:5]([CH:9]=[CH:10][CH:11]=1)[C:6]([OH:8])=[O:7])=O.[F:12][C:13]1[CH:14]=[C:15]([NH2:20])[C:16]([NH2:19])=[CH:17][CH:18]=1. The catalyst is C(O)C. The product is [F:12][C:13]1[CH:18]=[CH:17][C:16]2[NH:19][C:1]([C:3]3[CH:4]=[C:5]([CH:9]=[CH:10][CH:11]=3)[C:6]([OH:8])=[O:7])=[N:20][C:15]=2[CH:14]=1. The yield is 0.360. (4) The reactants are [CH:1]1([CH:7]([NH:24][C:25]2[CH:33]=[CH:32][C:28]([C:29]([OH:31])=O)=[CH:27][CH:26]=2)[C:8]2[CH:12]=[C:11]([C:13]3[CH:18]=[CH:17][C:16]([C:19]([F:22])([F:21])[F:20])=[CH:15][CH:14]=3)[S:10][C:9]=2[CH3:23])[CH2:6][CH2:5][CH2:4][CH2:3][CH2:2]1.[CH3:34][NH:35][CH2:36][CH2:37][C:38]([O:40]CC)=[O:39].O.ON1C2C=CC=CC=2N=N1.Cl.C(N=C=NCCCN(C)C)C.Cl.[OH-].[Na+]. The catalyst is CN(C)C=O.C(O)C.O1CCCC1.C(N(CC)CC)C. The product is [CH:1]1([CH:7]([NH:24][C:25]2[CH:33]=[CH:32][C:28]([C:29]([N:35]([CH3:34])[CH2:36][CH2:37][C:38]([OH:40])=[O:39])=[O:31])=[CH:27][CH:26]=2)[C:8]2[CH:12]=[C:11]([C:13]3[CH:18]=[CH:17][C:16]([C:19]([F:22])([F:20])[F:21])=[CH:15][CH:14]=3)[S:10][C:9]=2[CH3:23])[CH2:6][CH2:5][CH2:4][CH2:3][CH2:2]1. The yield is 0.760. (5) The reactants are [C:1]([C:3]1([C:9]2[CH:10]=[C:11]([CH:16]=[CH:17][CH:18]=2)[C:12]([O:14]C)=[O:13])[CH2:8][CH2:7][O:6][CH2:5][CH2:4]1)#[N:2].O.[OH-].[Li+].CO.O. The catalyst is O1CCCC1. The product is [C:1]([C:3]1([C:9]2[CH:10]=[C:11]([CH:16]=[CH:17][CH:18]=2)[C:12]([OH:14])=[O:13])[CH2:8][CH2:7][O:6][CH2:5][CH2:4]1)#[N:2]. The yield is 0.830.